This data is from Forward reaction prediction with 1.9M reactions from USPTO patents (1976-2016). The task is: Predict the product of the given reaction. (1) Given the reactants [Cl:1][C:2]1[CH:7]=[CH:6][C:5]([CH3:8])=[CH:4][C:3]=1[OH:9].[C:10](=O)([O-])[O-].[K+].[K+].CI, predict the reaction product. The product is: [Cl:1][C:2]1[CH:7]=[CH:6][C:5]([CH3:8])=[CH:4][C:3]=1[O:9][CH3:10]. (2) Given the reactants [Cl:1][C:2]([Cl:7])([Cl:6])[C:3](Cl)=[O:4].[CH3:8][N:9]1[CH:13]=[CH:12][CH:11]=[CH:10]1, predict the reaction product. The product is: [CH3:8][N:9]1[CH:13]=[CH:12][CH:11]=[C:10]1[C:3](=[O:4])[C:2]([Cl:7])([Cl:6])[Cl:1]. (3) Given the reactants [CH2:1]([O:3][C:4](=[O:26])[CH:5]([O:23][CH2:24][CH3:25])[CH2:6][C:7]1[CH:12]=[CH:11][C:10]([O:13][CH2:14][CH2:15][C:16]2[CH:21]=[CH:20][C:19]([OH:22])=[CH:18][CH:17]=2)=[CH:9][CH:8]=1)[CH3:2].C(N(CC)CC)C.[CH2:34]([S:41](Cl)(=[O:43])=[O:42])[C:35]1[CH:40]=[CH:39][CH:38]=[CH:37][CH:36]=1.O, predict the reaction product. The product is: [CH2:1]([O:3][C:4](=[O:26])[CH:5]([O:23][CH2:24][CH3:25])[CH2:6][C:7]1[CH:12]=[CH:11][C:10]([O:13][CH2:14][CH2:15][C:16]2[CH:17]=[CH:18][C:19]([O:22][S:41]([CH2:34][C:35]3[CH:40]=[CH:39][CH:38]=[CH:37][CH:36]=3)(=[O:43])=[O:42])=[CH:20][CH:21]=2)=[CH:9][CH:8]=1)[CH3:2]. (4) Given the reactants [N:1]([CH2:4][C:5]([C:8]1[CH:13]=[CH:12][CH:11]=[CH:10][N:9]=1)([F:7])[F:6])=[N+]=[N-].[N-]=[N+]=[N-], predict the reaction product. The product is: [F:7][C:5]([F:6])([C:8]1[CH:13]=[CH:12][CH:11]=[CH:10][N:9]=1)[CH2:4][NH2:1]. (5) The product is: [CH3:17][S:16][C:8]1[C:6]2[N:7]=[C:2]([C:26]3[CH:27]=[CH:28][S:24][CH:25]=3)[N:3]=[C:4]([N:18]3[CH2:23][CH2:22][O:21][CH2:20][CH2:19]3)[C:5]=2[N:11]=[C:10]([C:12]([O:14][CH3:15])=[O:13])[CH:9]=1. Given the reactants Cl[C:2]1[N:3]=[C:4]([N:18]2[CH2:23][CH2:22][O:21][CH2:20][CH2:19]2)[C:5]2[N:11]=[C:10]([C:12]([O:14][CH3:15])=[O:13])[CH:9]=[C:8]([S:16][CH3:17])[C:6]=2[N:7]=1.[S:24]1[CH:28]=[CH:27][C:26](B(O)O)=[CH:25]1.C([O-])([O-])=O.[Cs+].[Cs+], predict the reaction product.